From a dataset of Acute oral toxicity (LD50) regression data from Zhu et al.. Regression/Classification. Given a drug SMILES string, predict its toxicity properties. Task type varies by dataset: regression for continuous values (e.g., LD50, hERG inhibition percentage) or binary classification for toxic/non-toxic outcomes (e.g., AMES mutagenicity, cardiotoxicity, hepatotoxicity). Dataset: ld50_zhu. (1) The molecule is COc1ccc(O)cc1. The rat oral LD50 is 1.89, given as -log10 of the dose in mol/kg body weight (higher means more acutely toxic). (2) The compound is C=CC(=O)OCCC#N. The rat oral LD50 is 2.84, given as -log10 of the dose in mol/kg body weight (higher means more acutely toxic). (3) The drug is FC(F)=C(F)CCSc1ncccn1. The rat oral LD50 is 2.46, given as -log10 of the dose in mol/kg body weight (higher means more acutely toxic). (4) The drug is CCOC(=O)c1nocc1C(=O)c1ccccc1. The rat oral LD50 is 2.39, given as -log10 of the dose in mol/kg body weight (higher means more acutely toxic).